From a dataset of Full USPTO retrosynthesis dataset with 1.9M reactions from patents (1976-2016). Predict the reactants needed to synthesize the given product. (1) Given the product [CH2:20]([O:22][C:23]1[CH:31]=[CH:30][C:26]([C:27]([C:10]2[C:11]3[CH:17]=[CH:16][C:15]([O:18][CH3:19])=[CH:14][C:12]=3[S:13][C:9]=2[C:6]2[CH:7]=[CH:8][C:3]([O:2][CH3:1])=[CH:4][CH:5]=2)=[O:28])=[CH:25][CH:24]=1)[CH3:21], predict the reactants needed to synthesize it. The reactants are: [CH3:1][O:2][C:3]1[CH:8]=[CH:7][C:6]([C:9]2[S:13][C:12]3[CH:14]=[C:15]([O:18][CH3:19])[CH:16]=[CH:17][C:11]=3[CH:10]=2)=[CH:5][CH:4]=1.[CH2:20]([O:22][C:23]1[CH:31]=[CH:30][C:26]([C:27](Cl)=[O:28])=[CH:25][CH:24]=1)[CH3:21].[Al+3].[Cl-].[Cl-].[Cl-].O. (2) Given the product [CH:39]([N:26]([CH:23]([CH3:24])[CH3:25])[C:27](=[O:38])[O:28][CH:29]([CH3:1])[CH2:30][C:31]1[CH:36]=[CH:35][CH:34]=[CH:33][C:32]=1[F:37])([CH3:41])[CH3:40], predict the reactants needed to synthesize it. The reactants are: [CH2:1]1C[C@H]2N(C[C@H]3[C@@H]4CCCCN4C[C@@H]2C3)CC1.C([Li])(CC)C.[CH:23]([N:26]([CH:39]([CH3:41])[CH3:40])[C:27](=[O:38])[O:28][CH2:29][CH2:30][C:31]1[CH:36]=[CH:35][CH:34]=[CH:33][C:32]=1[F:37])([CH3:25])[CH3:24].CI.Cl. (3) Given the product [Cl:1][C:2]1[CH:3]=[C:4]([OH:9])[C:5]([Cl:17])=[CH:6][C:7]=1[F:8].[Cl:17][C:3]1[C:2]([Cl:1])=[C:7]([F:8])[CH:6]=[CH:5][C:4]=1[OH:9], predict the reactants needed to synthesize it. The reactants are: [Cl:1][C:2]1[CH:3]=[C:4]([OH:9])[CH:5]=[CH:6][C:7]=1[F:8].FC(F)(F)C(O)=O.[Cl:17]N1C(=O)CCC1=O. (4) Given the product [F:36][C:37]1[CH:38]=[C:39]([C:46]([CH3:69])([CH3:68])[CH2:47][C:48]([OH:67])([C:63]([F:66])([F:64])[F:65])[CH2:49][NH:50][C:51]2[C:60]([Cl:61])=[CH:59][CH:58]=[C:57]3[C:52]=2[CH:53]=[CH:54][C:55]([CH3:62])=[N:56]3)[C:40]2[O:44][CH2:43][CH2:42][C:41]=2[CH:45]=1, predict the reactants needed to synthesize it. The reactants are: FC1C=C(C(C)(C)CC(O)(C(F)(F)F)C=O)C2OCCC=2C=1.NC1C(Cl)=CC=C2C=1C=CC(C)=N2.[F:36][C:37]1[CH:38]=[C:39]([C:46]([CH3:69])([CH3:68])[CH2:47][C:48]([OH:67])([C:63]([F:66])([F:65])[F:64])[CH:49]=[N:50][C:51]2[C:60]([Cl:61])=[CH:59][CH:58]=[C:57]3[C:52]=2[CH:53]=[CH:54][C:55]([CH3:62])=[N:56]3)[C:40]2[O:44][CH2:43][CH2:42][C:41]=2[CH:45]=1.C([BH3-])#N.[Na+]. (5) Given the product [OH:24][C:21]1[CH:22]=[CH:23][C:18]([C:2]2[CH:7]=[CH:6][N:5]=[C:4]([C:8]#[N:9])[CH:3]=2)=[CH:19][CH:20]=1, predict the reactants needed to synthesize it. The reactants are: Br[C:2]1[CH:7]=[CH:6][N:5]=[C:4]([C:8]#[N:9])[CH:3]=1.CC1(C)C(C)(C)OB([C:18]2[CH:23]=[CH:22][C:21]([OH:24])=[CH:20][CH:19]=2)O1.C([O-])([O-])=O.[Na+].[Na+].COCCOC. (6) Given the product [F:9][C:10]([F:15])([F:14])[CH2:11][N:12]1[CH:6]=[C:3]([CH:2]=[O:1])[CH:4]=[N:13]1, predict the reactants needed to synthesize it. The reactants are: [OH:1][CH:2]=[C:3]([CH:6]=O)[CH:4]=O.Cl.[F:9][C:10]([F:15])([F:14])[CH2:11][NH:12][NH2:13]. (7) Given the product [CH3:1][N:2]1[CH:6]=[CH:5][N:4]=[C:3]1[CH2:7][NH:18][C:15]1[CH:14]=[CH:13][C:12]([C:11]([O:10][CH3:9])=[O:19])=[CH:17][CH:16]=1, predict the reactants needed to synthesize it. The reactants are: [CH3:1][N:2]1[CH:6]=[CH:5][N:4]=[C:3]1[CH:7]=O.[CH3:9][O:10][C:11](=[O:19])[C:12]1[CH:17]=[CH:16][C:15]([NH2:18])=[CH:14][CH:13]=1.C(O)(=O)C.C([BH3-])#N.[Na+].